From a dataset of Merck oncology drug combination screen with 23,052 pairs across 39 cell lines. Regression. Given two drug SMILES strings and cell line genomic features, predict the synergy score measuring deviation from expected non-interaction effect. (1) Drug 1: CC1(c2nc3c(C(N)=O)cccc3[nH]2)CCCN1. Drug 2: CCC1(O)C(=O)OCc2c1cc1n(c2=O)Cc2cc3c(CN(C)C)c(O)ccc3nc2-1. Cell line: NCIH2122. Synergy scores: synergy=-5.02. (2) Drug 1: O=S1(=O)NC2(CN1CC(F)(F)F)C1CCC2Cc2cc(C=CCN3CCC(C(F)(F)F)CC3)ccc2C1. Drug 2: N.N.O=C(O)C1(C(=O)O)CCC1.[Pt]. Cell line: OCUBM. Synergy scores: synergy=-4.59. (3) Drug 1: CC(=O)OC1C(=O)C2(C)C(O)CC3OCC3(OC(C)=O)C2C(OC(=O)c2ccccc2)C2(O)CC(OC(=O)C(O)C(NC(=O)c3ccccc3)c3ccccc3)C(C)=C1C2(C)C. Drug 2: O=C(O)C1(Cc2cccc(Nc3nccs3)n2)CCC(Oc2cccc(Cl)c2F)CC1. Cell line: KPL1. Synergy scores: synergy=-1.30. (4) Synergy scores: synergy=13.7. Cell line: UWB1289. Drug 2: CS(=O)(=O)CCNCc1ccc(-c2ccc3ncnc(Nc4ccc(OCc5cccc(F)c5)c(Cl)c4)c3c2)o1. Drug 1: CCN(CC)CCNC(=O)c1c(C)[nH]c(C=C2C(=O)Nc3ccc(F)cc32)c1C. (5) Drug 1: CC(=O)OC1C(=O)C2(C)C(O)CC3OCC3(OC(C)=O)C2C(OC(=O)c2ccccc2)C2(O)CC(OC(=O)C(O)C(NC(=O)c3ccccc3)c3ccccc3)C(C)=C1C2(C)C. Drug 2: CC(C)CC(NC(=O)C(Cc1ccccc1)NC(=O)c1cnccn1)B(O)O. Cell line: OV90. Synergy scores: synergy=-8.82. (6) Drug 1: Cn1nnc2c(C(N)=O)ncn2c1=O. Drug 2: COC1CC2CCC(C)C(O)(O2)C(=O)C(=O)N2CCCCC2C(=O)OC(C(C)CC2CCC(OP(C)(C)=O)C(OC)C2)CC(=O)C(C)C=C(C)C(O)C(OC)C(=O)C(C)CC(C)C=CC=CC=C1C. Cell line: MDAMB436. Synergy scores: synergy=9.91.